Dataset: Full USPTO retrosynthesis dataset with 1.9M reactions from patents (1976-2016). Task: Predict the reactants needed to synthesize the given product. (1) Given the product [ClH:24].[ClH:24].[ClH:24].[N:26]1([NH:35][C:14]([C@@H:5]2[CH2:4][N:3]3[CH2:18][CH2:19][CH2:20][C@@H:2]3[CH2:1][NH:6]2)=[O:16])[C:34]2[C:29](=[CH:30][CH:31]=[CH:32][CH:33]=2)[CH2:28][CH2:27]1, predict the reactants needed to synthesize it. The reactants are: [CH2:1]1[N:6](C(OC(C)(C)C)=O)[C@H:5]([C:14]([O:16]C)=O)[CH2:4][N:3]2[CH2:18][CH2:19][CH2:20][C@H:2]12.O.[OH-].[Li+].[ClH:24].Cl.[N:26]1([NH2:35])[C:34]2[C:29](=[CH:30][CH:31]=[CH:32][CH:33]=2)[CH2:28][CH2:27]1.Cl.C(N=C=NCCCN(C)C)C.ON1C2C=CC=CC=2N=N1.C(N(CC)C(C)C)(C)C.C(OCC)(=O)C.Cl. (2) Given the product [CH:10]1([C:13]2[O:3][N:2]=[C:16]([C:18]3[CH:27]=[C:26]4[C:21]([C:22](=[O:46])[N:23]([C:39]5[CH:40]=[CH:41][C:42]([F:45])=[CH:43][CH:44]=5)[C:24]([CH2:28][CH2:29][CH2:30][CH2:31][C:32]([O:34][C:35]([CH3:36])([CH3:37])[CH3:38])=[O:33])=[N:25]4)=[CH:20][CH:19]=3)[CH:17]=2)[CH2:12][CH2:11]1, predict the reactants needed to synthesize it. The reactants are: Cl.[NH2:2][OH:3].N1C=CC=CC=1.[CH:10]1([C:13]2[CH:17]=[C:16]([C:18]3[CH:27]=[C:26]4[C:21]([C:22](=[O:46])[N:23]([C:39]5[CH:44]=[CH:43][C:42]([F:45])=[CH:41][CH:40]=5)[C:24]([CH2:28][CH2:29][CH2:30][CH2:31][C:32]([O:34][C:35]([CH3:38])([CH3:37])[CH3:36])=[O:33])=[N:25]4)=[CH:20][CH:19]=3)ON=2)[CH2:12][CH2:11]1. (3) Given the product [NH2:50][C:51]1[N:56]=[C:55]([NH2:57])[C:54]([C:58]#[N:59])=[C:53]([NH:24][C@H:22]([C:21]2[N:20]=[C:19]3[CH:25]=[CH:26][N:27]([CH3:28])[C:18]3=[CH:17][C:16]=2[C:14]2[CH:13]=[CH:12][N:11]=[C:10]([OH:9])[CH:15]=2)[CH3:23])[N:52]=1, predict the reactants needed to synthesize it. The reactants are: Cl.C([O:9][C:10]1[CH:15]=[C:14]([C:16]2[CH:17]=[C:18]3[N:27]([CH3:28])[CH:26]=[CH:25][C:19]3=[N:20][C:21]=2[C@@H:22]([NH2:24])[CH3:23])[CH:13]=[CH:12][N:11]=1)C1C=CC=CC=1.Cl.N[C@H](C1N=C2C=CN(C)C2=CC=1C1C=CN=C(O)C=1)C.[NH2:50][C:51]1[N:56]=[C:55]([NH2:57])[C:54]([C:58]#[N:59])=[C:53](Cl)[N:52]=1.C(N(C(C)C)C(C)C)C.